This data is from Forward reaction prediction with 1.9M reactions from USPTO patents (1976-2016). The task is: Predict the product of the given reaction. (1) Given the reactants [F:1][C:2]1[CH:10]=[CH:9][C:8]2[N:4]([CH:5]=[C:6]([CH3:15])[C:7]=2[CH2:11][C:12]([OH:14])=[O:13])[CH:3]=1.[CH:16]1(N=C=NC2CCCCC2)CCCCC1.CO, predict the reaction product. The product is: [CH3:16][O:13][C:12](=[O:14])[CH2:11][C:7]1[C:6]([CH3:15])=[CH:5][N:4]2[C:8]=1[CH:9]=[CH:10][C:2]([F:1])=[CH:3]2. (2) Given the reactants [Cl:1][C:2]1[N:3]=[C:4]([CH2:16][CH3:17])[NH:5][C:6]=1[CH2:7][O:8]CC1C=CC=CC=1.CS(O)(=O)=O.[OH-].[Na+], predict the reaction product. The product is: [Cl:1][C:2]1[N:3]=[C:4]([CH2:16][CH3:17])[NH:5][C:6]=1[CH2:7][OH:8].